From a dataset of Forward reaction prediction with 1.9M reactions from USPTO patents (1976-2016). Predict the product of the given reaction. (1) Given the reactants [CH3:1][C:2](C)([O-:4])C.[K+].[CH2:7]([O:14][C:15]1[CH:16]=[C:17]([CH:31]=[CH:32][CH:33]=1)[C:18]([NH:20][C:21]1[CH:26]=[CH:25][CH:24]=[CH:23][C:22]=1[S:27]([NH2:30])(=[O:29])=[O:28])=[O:19])[C:8]1[CH:13]=[CH:12][CH:11]=[CH:10][CH:9]=1.C(Cl)(=O)C.[Cl-].[NH4+], predict the reaction product. The product is: [CH2:7]([O:14][C:15]1[CH:16]=[C:17]([CH:31]=[CH:32][CH:33]=1)[C:18]([NH:20][C:21]1[CH:26]=[CH:25][CH:24]=[CH:23][C:22]=1[S:27]([NH:30][C:2](=[O:4])[CH3:1])(=[O:29])=[O:28])=[O:19])[C:8]1[CH:9]=[CH:10][CH:11]=[CH:12][CH:13]=1. (2) Given the reactants [C:1]1([C:7]2[CH:8]=[C:9]3[C:13](=[C:14]([C:16]([NH2:18])=[O:17])[CH:15]=2)[NH:12][CH:11]=[C:10]3[CH:19]2[CH2:24][CH2:23][NH:22][CH2:21][CH2:20]2)[CH:6]=[CH:5][CH:4]=[CH:3][CH:2]=1.[CH3:25][N:26]([CH3:32])[CH2:27][CH2:28][C:29](O)=[O:30].F[P-](F)(F)(F)(F)F.CN(C(ON1C2=NC=CC=C2N=N1)=[N+](C)C)C.C(N(C(C)C)CC)(C)C, predict the reaction product. The product is: [CH3:25][N:26]([CH3:32])[CH2:27][CH2:28][C:29]([N:22]1[CH2:23][CH2:24][CH:19]([C:10]2[C:9]3[C:13](=[C:14]([C:16]([NH2:18])=[O:17])[CH:15]=[C:7]([C:1]4[CH:2]=[CH:3][CH:4]=[CH:5][CH:6]=4)[CH:8]=3)[NH:12][CH:11]=2)[CH2:20][CH2:21]1)=[O:30]. (3) Given the reactants [Br:1][C:2]1[C:8](F)=[CH:7][CH:6]=[C:5]([N+:10]([O-:12])=[O:11])[C:3]=1[NH2:4].C(=O)([O-])[O-].[Cs+].[Cs+].[F:19][C:20]1[CH:25]=[C:24]([F:26])[CH:23]=[CH:22][C:21]=1[OH:27], predict the reaction product. The product is: [Br:1][C:2]1[C:8]([O:27][C:21]2[CH:22]=[CH:23][C:24]([F:26])=[CH:25][C:20]=2[F:19])=[CH:7][CH:6]=[C:5]([N+:10]([O-:12])=[O:11])[C:3]=1[NH2:4]. (4) Given the reactants [Br:1][C:2]1[CH:3]=[C:4]([CH:18]=[CH:19][C:20]=1[O:21][Si:22]([CH:29]([CH3:31])[CH3:30])([CH:26]([CH3:28])[CH3:27])[CH:23]([CH3:25])[CH3:24])[CH2:5][N:6]1[C:14]2[C:9](=[C:10]([NH2:16])[CH:11]=[CH:12][C:13]=2[CH3:15])[CH:8]=[C:7]1[CH3:17].C(N(CC)CC)C.C(C(C(Cl)=O)[C:42](Cl)=[O:43])C.[C:48]([O:51][CH2:52][CH3:53])(=[O:50])[CH3:49], predict the reaction product. The product is: [Br:1][C:2]1[CH:3]=[C:4]([CH:18]=[CH:19][C:20]=1[O:21][Si:22]([CH:23]([CH3:24])[CH3:25])([CH:29]([CH3:31])[CH3:30])[CH:26]([CH3:28])[CH3:27])[CH2:5][N:6]1[C:14]2[C:9](=[C:10]([NH:16][C:42](=[O:43])[CH2:49][C:48]([O:51][CH2:52][CH3:53])=[O:50])[CH:11]=[CH:12][C:13]=2[CH3:15])[CH:8]=[C:7]1[CH3:17]. (5) Given the reactants C1CCN2C(=NCCC2)CC1.[C:12]1([CH2:18][CH2:19][CH:20]=[O:21])[CH:17]=[CH:16][CH:15]=[CH:14][CH:13]=1.[N:22]([C:24]1[CH:29]=[CH:28][CH:27]=[CH:26][CH:25]=1)=[O:23], predict the reaction product. The product is: [OH:23][N:22]([C:24]1[CH:29]=[CH:28][CH:27]=[CH:26][CH:25]=1)[C:20](=[O:21])[CH2:19][CH2:18][C:12]1[CH:17]=[CH:16][CH:15]=[CH:14][CH:13]=1.